From a dataset of Full USPTO retrosynthesis dataset with 1.9M reactions from patents (1976-2016). Predict the reactants needed to synthesize the given product. (1) Given the product [CH3:12][O:11][C:3]1[CH:4]=[CH:5][CH:6]=[C:7]([N+:8]([O-:10])=[O:9])[C:2]=1[NH2:1], predict the reactants needed to synthesize it. The reactants are: [NH2:1][C:2]1[C:7]([N+:8]([O-:10])=[O:9])=[CH:6][CH:5]=[CH:4][C:3]=1[OH:11].[C:12](=O)([O-])[O-].[K+].[K+].CI.O. (2) Given the product [CH3:38][N:32]1[C:33]([CH3:37])([CH3:36])[C:34](=[O:35])[N:30]([CH2:29][CH2:28][CH2:27][CH2:26][O:6][C:7]2[C:16]([CH2:17][CH2:18][CH3:19])=[C:15]3[C:10]([C:11]([C:21]([F:24])([F:22])[F:23])=[CH:12][C:13](=[O:20])[O:14]3)=[CH:9][CH:8]=2)[C:31]1=[O:39], predict the reactants needed to synthesize it. The reactants are: CC(=O)CC.[OH:6][C:7]1[C:16]([CH2:17][CH2:18][CH3:19])=[C:15]2[C:10]([C:11]([C:21]([F:24])([F:23])[F:22])=[CH:12][C:13](=[O:20])[O:14]2)=[CH:9][CH:8]=1.Br[CH2:26][CH2:27][CH2:28][CH2:29][N:30]1[C:34](=[O:35])[C:33]([CH3:37])([CH3:36])[N:32]([CH3:38])[C:31]1=[O:39].C(=O)([O-])[O-].[K+].[K+].